From a dataset of Catalyst prediction with 721,799 reactions and 888 catalyst types from USPTO. Predict which catalyst facilitates the given reaction. Reactant: [CH3:1][O:2][C:3]1[CH:8]=[CH:7][C:6]([NH2:9])=[CH:5][CH:4]=1.[CH2:10]([N:14]=[C:15]=[S:16])[C:11](=[CH2:13])[CH3:12]. Product: [CH3:1][O:2][C:3]1[CH:8]=[CH:7][C:6]([NH:9][C:15]([NH:14][CH2:10][C:11]([CH3:13])=[CH2:12])=[S:16])=[CH:5][CH:4]=1. The catalyst class is: 5.